Dataset: NCI-60 drug combinations with 297,098 pairs across 59 cell lines. Task: Regression. Given two drug SMILES strings and cell line genomic features, predict the synergy score measuring deviation from expected non-interaction effect. (1) Drug 1: COCCOC1=C(C=C2C(=C1)C(=NC=N2)NC3=CC=CC(=C3)C#C)OCCOC.Cl. Synergy scores: CSS=50.2, Synergy_ZIP=-2.60, Synergy_Bliss=-2.12, Synergy_Loewe=-0.871, Synergy_HSA=-0.0223. Drug 2: CC1C(C(CC(O1)OC2CC(CC3=C2C(=C4C(=C3O)C(=O)C5=C(C4=O)C(=CC=C5)OC)O)(C(=O)CO)O)N)O.Cl. Cell line: SK-MEL-28. (2) Drug 1: CC1=C(C=C(C=C1)NC(=O)C2=CC=C(C=C2)CN3CCN(CC3)C)NC4=NC=CC(=N4)C5=CN=CC=C5. Drug 2: CC1C(C(CC(O1)OC2CC(CC3=C2C(=C4C(=C3O)C(=O)C5=C(C4=O)C(=CC=C5)OC)O)(C(=O)CO)O)N)O.Cl. Cell line: U251. Synergy scores: CSS=33.2, Synergy_ZIP=-0.517, Synergy_Bliss=1.25, Synergy_Loewe=-26.1, Synergy_HSA=2.21.